Dataset: Reaction yield outcomes from USPTO patents with 853,638 reactions. Task: Predict the reaction yield, written as a fraction of the theoretical maximum amount of product (1.0 means a 100% yield; for example, 0.34 means a 34% yield). (1) The yield is 0.926. The reactants are [C:1]([O:9][CH:10]([C:14](=O)[CH3:15])[C:11](=O)[CH3:12])(=[O:8])[C:2]1[CH:7]=[CH:6][CH:5]=[CH:4][CH:3]=1.[CH3:17][NH:18][NH2:19]. The product is [C:1]([O:9][C:10]1[C:14]([CH3:15])=[N:19][N:18]([CH3:17])[C:11]=1[CH3:12])(=[O:8])[C:2]1[CH:7]=[CH:6][CH:5]=[CH:4][CH:3]=1. The catalyst is C(O)C. (2) The reactants are Br[C:2]1[CH:3]=[CH:4][C:5]2[C:11]3[N:12](CC4C=CC(OC)=CC=4OC)[C:13](=[O:21])[C:14]([C:17]([O:19]C)=[O:18])=[C:15]([OH:16])[C:10]=3[CH:9]([CH3:33])[CH2:8][O:7][C:6]=2[CH:34]=1.CC([O-])(C)C.[Na+].[NH:41]1[CH2:45][CH2:44][CH2:43][CH2:42]1.Cl. The catalyst is C(O)(C(F)(F)F)=O.CC(O)=O.CC(P(C(C)(C)C)C1C(C2[C-]=CC=CC=2)=CC=CC=1)(C)C.[Pd].CO. The product is [OH:16][C:15]1[C:10]2[CH:9]([CH3:33])[CH2:8][O:7][C:6]3[CH:34]=[C:2]([N:41]4[CH2:45][CH2:44][CH2:43][CH2:42]4)[CH:3]=[CH:4][C:5]=3[C:11]=2[NH:12][C:13](=[O:21])[C:14]=1[C:17]([OH:19])=[O:18]. The yield is 0.700. (3) The reactants are Br[C:2]1[CH:3]=[C:4]2[C:8](=[CH:9][CH:10]=1)[NH:7][CH:6]=[C:5]2[C:11]#[N:12].[CH2:13]([O:15][C:16](=[O:36])[CH:17]=[C:18](C1C=CC=C2C=1C(C#N)=CN2)[C:19]1[CH:24]=[CH:23][CH:22]=[CH:21][CH:20]=1)[CH3:14]. No catalyst specified. The product is [CH2:13]([O:15][C:16](=[O:36])[CH:17]=[C:18]([C:2]1[CH:3]=[C:4]2[C:8](=[CH:9][CH:10]=1)[NH:7][CH:6]=[C:5]2[C:11]#[N:12])[C:19]1[CH:24]=[CH:23][CH:22]=[CH:21][CH:20]=1)[CH3:14]. The yield is 0.850. (4) The reactants are I[C:2]1[CH:20]=[N:19][C:5]2[NH:6][CH2:7][CH2:8][N:9]([C:10](=[O:18])[CH2:11][C:12]3[CH:17]=[CH:16][CH:15]=[CH:14][CH:13]=3)[C:4]=2[CH:3]=1.[N:21]1([CH:26]2[CH2:31][CH2:30][N:29]([C:32]([C:34]3[CH:39]=[CH:38][C:37](B4OC(C)(C)C(C)(C)O4)=[CH:36][CH:35]=3)=[O:33])[CH2:28][CH2:27]2)[CH2:25][CH2:24][CH2:23][CH2:22]1. No catalyst specified. The product is [C:12]1([CH2:11][C:10]([N:9]2[CH2:8][CH2:7][NH:6][C:5]3[N:19]=[CH:20][C:2]([C:37]4[CH:38]=[CH:39][C:34]([C:32]([N:29]5[CH2:28][CH2:27][CH:26]([N:21]6[CH2:22][CH2:23][CH2:24][CH2:25]6)[CH2:31][CH2:30]5)=[O:33])=[CH:35][CH:36]=4)=[CH:3][C:4]2=3)=[O:18])[CH:17]=[CH:16][CH:15]=[CH:14][CH:13]=1. The yield is 0.520.